From a dataset of Full USPTO retrosynthesis dataset with 1.9M reactions from patents (1976-2016). Predict the reactants needed to synthesize the given product. (1) Given the product [CH3:1][O:2][C:3](=[O:21])[C:4]1[CH:5]=[CH:6][C:7]([C:8]([NH:10][C:11]2[C:16]([CH3:17])=[CH:15][C:14]([O:18][CH2:35][C:34]3[C:30]([C:24]4[C:23]([Cl:22])=[CH:28][CH:27]=[CH:26][C:25]=4[Cl:29])=[N:31][O:32][C:33]=3[CH:37]([CH3:39])[CH3:38])=[CH:13][N:12]=2)=[O:9])=[CH:19][CH:20]=1, predict the reactants needed to synthesize it. The reactants are: [CH3:1][O:2][C:3](=[O:21])[C:4]1[CH:20]=[CH:19][C:7]([C:8]([NH:10][C:11]2[C:16]([CH3:17])=[CH:15][C:14]([OH:18])=[CH:13][N:12]=2)=[O:9])=[CH:6][CH:5]=1.[Cl:22][C:23]1[CH:28]=[CH:27][CH:26]=[C:25]([Cl:29])[C:24]=1[C:30]1[C:34]([CH2:35]O)=[C:33]([CH:37]([CH3:39])[CH3:38])[O:32][N:31]=1.C1(P(C2C=CC=CC=2)C2C=CC=CC=2)C=CC=CC=1. (2) Given the product [Si:14]([O:8][C:5]1[CH:4]=[C:3]([F:9])[C:2]([Cl:1])=[N:7][CH:6]=1)([C:10]([CH3:13])([CH3:12])[CH3:11])([C:21]1[CH:22]=[CH:23][CH:24]=[CH:25][CH:26]=1)[C:15]1[CH:20]=[CH:19][CH:18]=[CH:17][CH:16]=1, predict the reactants needed to synthesize it. The reactants are: [Cl:1][C:2]1[N:7]=[CH:6][C:5]([OH:8])=[CH:4][C:3]=1[F:9].[C:10]([Si:14](Cl)([C:21]1[CH:26]=[CH:25][CH:24]=[CH:23][CH:22]=1)[C:15]1[CH:20]=[CH:19][CH:18]=[CH:17][CH:16]=1)([CH3:13])([CH3:12])[CH3:11].N1C=CN=C1.CN(C=O)C.